This data is from Experimentally validated miRNA-target interactions with 360,000+ pairs, plus equal number of negative samples. The task is: Binary Classification. Given a miRNA mature sequence and a target amino acid sequence, predict their likelihood of interaction. The miRNA is mmu-miR-329-3p with sequence AACACACCCAGCUAACCUUUUU. The protein sequence of the target gene is MSEILDLSFLSEMERDLILGVLQRDEELRKADEKRIRRLKNELLEIKRKGAKRGSQHYSDRTCARCQEGLGRLIPKSSTCVGCNHLVCRECRVLESNGSWRCKVCSKEIELKKATGDWFYDQKVNRFDYRTGSEIIRMSLRQKPAVNKRETAGQSLLQQTQMGDIWPGRRIIQEQQQREQSVLFEVPKTRSGKSALEAESESLDSYTADSDSTSRRDSLDKSGLFPEWKKMSAPKSQVEKEIPPGNQNAVCGDEGDMVFKKNTKKVLRPSEYTKSVIDLRPEDVAQESGILGDRSKSVPG.... Result: 1 (interaction).